From a dataset of Forward reaction prediction with 1.9M reactions from USPTO patents (1976-2016). Predict the product of the given reaction. (1) The product is: [F:29][C:6]1[CH:5]=[CH:4][C:3]([CH2:2][NH:1][C:37]([C:36]2[CH:40]=[CH:41][CH:42]=[C:34]([C:32]([O:31][CH3:30])=[O:33])[CH:35]=2)=[O:38])=[CH:8][C:7]=1[C:9]1[CH:14]=[CH:13][CH:12]=[C:11]([CH2:15][N:16]2[CH2:17][CH2:18][N:19]([C:22]([O:24][C:25]([CH3:26])([CH3:28])[CH3:27])=[O:23])[CH2:20][CH2:21]2)[CH:10]=1. Given the reactants [NH2:1][CH2:2][C:3]1[CH:4]=[CH:5][C:6]([F:29])=[C:7]([C:9]2[CH:14]=[CH:13][CH:12]=[C:11]([CH2:15][N:16]3[CH2:21][CH2:20][N:19]([C:22]([O:24][C:25]([CH3:28])([CH3:27])[CH3:26])=[O:23])[CH2:18][CH2:17]3)[CH:10]=2)[CH:8]=1.[CH3:30][O:31][C:32]([C:34]1[CH:35]=[C:36]([CH:40]=[CH:41][CH:42]=1)[C:37](O)=[O:38])=[O:33].CN(C(ON1N=NC2C=CC=CC1=2)=[N+](C)C)C.F[P-](F)(F)(F)(F)F.CCN(CC)CC, predict the reaction product. (2) Given the reactants [CH3:1][N:2]([C:10]1[CH:15]=[CH:14][C:13]([O:16][C:17]2[CH:22]=[CH:21][C:20]([NH:23][C:24](=[O:35])[C:25]3[CH:30]=[CH:29][C:28]([C:31]([F:34])([F:33])[F:32])=[CH:27][CH:26]=3)=[CH:19][N:18]=2)=[C:12]([CH3:36])[CH:11]=1)C(=O)OC(C)(C)C.C(O)(C(F)(F)F)=O, predict the reaction product. The product is: [CH3:36][C:12]1[CH:11]=[C:10]([NH:2][CH3:1])[CH:15]=[CH:14][C:13]=1[O:16][C:17]1[N:18]=[CH:19][C:20]([NH:23][C:24](=[O:35])[C:25]2[CH:26]=[CH:27][C:28]([C:31]([F:34])([F:32])[F:33])=[CH:29][CH:30]=2)=[CH:21][CH:22]=1. (3) Given the reactants [Si]([O:18][CH2:19][C:20]1[C:21]([O:44][CH2:45][CH:46]2[CH2:48][CH2:47]2)=[CH:22][C:23]2[O:27][N:26]=[C:25]([CH2:28][CH2:29][CH:30]3[CH2:35][CH2:34][N:33]([C:36]([O:38][C:39]([CH3:42])([CH3:41])[CH3:40])=[O:37])[CH2:32][CH2:31]3)[C:24]=2[CH:43]=1)(C(C)(C)C)(C1C=CC=CC=1)C1C=CC=CC=1.[F-].C([N+](CCCC)(CCCC)CCCC)CCC.[Cl-].[NH4+], predict the reaction product. The product is: [CH:46]1([CH2:45][O:44][C:21]2[C:20]([CH2:19][OH:18])=[CH:43][C:24]3[C:25]([CH2:28][CH2:29][CH:30]4[CH2:35][CH2:34][N:33]([C:36]([O:38][C:39]([CH3:42])([CH3:40])[CH3:41])=[O:37])[CH2:32][CH2:31]4)=[N:26][O:27][C:23]=3[CH:22]=2)[CH2:47][CH2:48]1. (4) Given the reactants [Cl:1][C:2]1[S:6][C:5]([C:7]([NH:9][CH2:10][CH2:11][C:12]([OH:14])=O)=[O:8])=[CH:4][CH:3]=1.[NH:15]1[C:23]2[C:18](=[CH:19][C:20]([N:24]3[CH:29]=[CH:28][N:27]=[CH:26][C:25]3=[O:30])=[CH:21][CH:22]=2)[CH2:17][CH2:16]1.[B-](F)(F)(F)F.CCOC(C(C#N)=NOC(N(C)C)=[N+](C)C)=O.C(N(CC)CC)C, predict the reaction product. The product is: [O:14]=[C:12]([N:15]1[C:23]2[C:18](=[CH:19][C:20]([N:24]3[CH:29]=[CH:28][N:27]=[CH:26][C:25]3=[O:30])=[CH:21][CH:22]=2)[CH2:17][CH2:16]1)[CH2:11][CH2:10][NH:9][C:7]([C:5]1[S:6][C:2]([Cl:1])=[CH:3][CH:4]=1)=[O:8].